Task: Predict the reactants needed to synthesize the given product.. Dataset: Full USPTO retrosynthesis dataset with 1.9M reactions from patents (1976-2016) (1) Given the product [Cl:1][C:2]1[CH:7]=[CH:6][N:5]=[C:4]([C:8]2[CH:9]=[C:10]([C:13](=[O:15])[CH3:14])[S:11][CH:12]=2)[CH:3]=1, predict the reactants needed to synthesize it. The reactants are: [Cl:1][C:2]1[CH:7]=[CH:6][N:5]=[C:4]([C:8]2[CH:9]=[C:10]([CH:13]([OH:15])[CH3:14])[S:11][CH:12]=2)[CH:3]=1.C1C=C[NH+]=CC=1.[O-][Cr](Cl)(=O)=O. (2) Given the product [Br:19][C:20]1[C:21]([CH3:27])=[C:22]([NH:23][C:5](=[O:7])[C:4]2[CH:8]=[C:9]([F:12])[CH:10]=[CH:11][C:3]=2[CH2:2][Br:1])[CH:24]=[CH:25][CH:26]=1, predict the reactants needed to synthesize it. The reactants are: [Br:1][CH2:2][C:3]1[CH:11]=[CH:10][C:9]([F:12])=[CH:8][C:4]=1[C:5]([OH:7])=O.C(Cl)(=O)C(Cl)=O.[Br:19][C:20]1[C:21]([CH3:27])=[C:22]([CH:24]=[CH:25][CH:26]=1)[NH2:23]. (3) The reactants are: [Cl:1][C:2]1[C:7]([C:8]#[N:9])=[CH:6][N:5]=[C:4]2[CH:10]=[CH:11][S:12][C:3]=12.C([N-]C(C)C)(C)C.[Li+].CCCCCCC.[O:28]1CCC[CH2:29]1.C(C1C=CC=CC=1)C.CN(C)C=O. Given the product [Cl:1][C:2]1[C:7]([C:8]#[N:9])=[CH:6][N:5]=[C:4]2[CH:10]=[C:11]([CH:29]=[O:28])[S:12][C:3]=12, predict the reactants needed to synthesize it. (4) Given the product [BrH:9].[Br:9][C:7]1[CH:6]=[N:5][N:4]2[CH2:3][CH2:2][NH:1][C:8]=12, predict the reactants needed to synthesize it. The reactants are: [NH:1]1[C:8]2[N:4]([N:5]=[CH:6][CH:7]=2)[CH2:3][CH2:2]1.[Br:9]Br.